Dataset: Catalyst prediction with 721,799 reactions and 888 catalyst types from USPTO. Task: Predict which catalyst facilitates the given reaction. (1) Reactant: [Cl:1][C:2]1[CH:9]=[C:6]([CH:7]=[O:8])[C:5]([OH:10])=[CH:4][CH:3]=1.[F:11][C:12]1[C:19]([F:20])=[CH:18][CH:17]=[CH:16][C:13]=1[CH2:14]Br.C([O-])([O-])=O.[K+].[K+].CCOCC. Product: [Cl:1][C:2]1[CH:3]=[CH:4][C:5]([O:10][CH2:14][C:13]2[CH:16]=[CH:17][CH:18]=[C:19]([F:20])[C:12]=2[F:11])=[C:6]([CH:9]=1)[CH:7]=[O:8]. The catalyst class is: 18. (2) Reactant: [C:1]([O:5][C:6]([N:8]1[CH2:12][C@H:11]([O:13][CH2:14][C:15]2[CH:20]=[CH:19][C:18]([O:21][CH3:22])=[CH:17][CH:16]=2)[CH2:10][C@@H:9]1[C@@H:23]([OH:38])[C@@H:24]([NH:34][C:35](=[O:37])[CH3:36])[CH2:25][C:26]1[CH:31]=[C:30]([F:32])[CH:29]=[C:28]([F:33])[CH:27]=1)=[O:7])([CH3:4])([CH3:3])[CH3:2].[CH3:39][C:40]([CH3:42])=O.COC(C)=C. Product: [C:1]([O:5][C:6]([N:8]1[CH2:12][C@H:11]([O:13][CH2:14][C:15]2[CH:16]=[CH:17][C:18]([O:21][CH3:22])=[CH:19][CH:20]=2)[CH2:10][C@@H:9]1[C@H:23]1[O:38][C:40]([CH3:42])([CH3:39])[N:34]([C:35](=[O:37])[CH3:36])[C@H:24]1[CH2:25][C:26]1[CH:27]=[C:28]([F:33])[CH:29]=[C:30]([F:32])[CH:31]=1)=[O:7])([CH3:4])([CH3:2])[CH3:3]. The catalyst class is: 4. (3) Reactant: [Cl:1][C:2]1[CH:3]=[C:4]([NH:8][CH2:9][C:10]2[C:19]3[C:14](=[C:15]([F:20])[CH:16]=[CH:17][CH:18]=3)[NH:13][C:12](=[O:21])[CH:11]=2)[CH:5]=[CH:6][CH:7]=1.CCN(C(C)C)C(C)C.[F:31][C:32]1[CH:40]=[CH:39][CH:38]=[CH:37][C:33]=1[C:34](Cl)=[O:35].C(N)CC. Product: [Cl:1][C:2]1[CH:3]=[C:4]([N:8]([CH2:9][C:10]2[C:19]3[C:14](=[C:15]([F:20])[CH:16]=[CH:17][CH:18]=3)[NH:13][C:12](=[O:21])[CH:11]=2)[C:34](=[O:35])[C:33]2[CH:37]=[CH:38][CH:39]=[CH:40][C:32]=2[F:31])[CH:5]=[CH:6][CH:7]=1. The catalyst class is: 60. (4) Reactant: [CH3:1][NH:2][S:3]([C:6]1[CH:7]=[C:8]2[C:12](=[CH:13][CH:14]=1)[NH:11][C:10](=[O:15])[CH2:9]2)(=[O:5])=[O:4].[CH3:16][C:17]1[C:25]2[C:20](=[CH:21][CH:22]=[CH:23][CH:24]=2)[NH:19][C:18]=1[CH:26]=O.N1CCCCC1. Product: [CH3:1][NH:2][S:3]([C:6]1[CH:7]=[C:8]2[C:12](=[CH:13][CH:14]=1)[NH:11][C:10](=[O:15])[C:9]2=[CH:26][C:18]1[NH:19][C:20]2[C:25]([C:17]=1[CH3:16])=[CH:24][CH:23]=[CH:22][CH:21]=2)(=[O:5])=[O:4]. The catalyst class is: 8.